The task is: Predict the reaction yield, written as a fraction of the theoretical maximum amount of product (1.0 means a 100% yield; for example, 0.34 means a 34% yield).. This data is from Reaction yield outcomes from USPTO patents with 853,638 reactions. (1) The reactants are [NH2:1][N:2]1[C:11]2[C:6](=[CH:7][CH:8]=[CH:9][CH:10]=2)[C:5]([OH:12])=[C:4]([C:13]2[NH:18][C:17]3[CH:19]=[CH:20][C:21]([O:23][CH2:24][C:25]4[CH:30]=[CH:29][CH:28]=[CH:27][CH:26]=4)=[CH:22][C:16]=3[S:15](=[O:32])(=[O:31])[N:14]=2)[C:3]1=[O:33].[C:34]1(=O)[CH2:37][CH2:36][CH2:35]1. The catalyst is CN(C)C(=O)C. The product is [CH2:24]([O:23][C:21]1[CH:20]=[CH:19][C:17]2[NH:18][C:13]([C:4]3[C:3](=[O:33])[N:2]([N:1]=[C:34]4[CH2:37][CH2:36][CH2:35]4)[C:11]4[C:6]([C:5]=3[OH:12])=[CH:7][CH:8]=[CH:9][CH:10]=4)=[N:14][S:15](=[O:32])(=[O:31])[C:16]=2[CH:22]=1)[C:25]1[CH:26]=[CH:27][CH:28]=[CH:29][CH:30]=1. The yield is 0.560. (2) The reactants are [F:1][C:2]1[CH:3]=[C:4]([N:9]2[C:14](=[O:15])[C:13]([O:16][CH2:17][C:18](=O)[CH3:19])=[C:12]([C:21]3[CH:26]=[CH:25][C:24]([S:27]([CH3:30])(=[O:29])=[O:28])=[CH:23][CH:22]=3)[CH:11]=[N:10]2)[CH:5]=[CH:6][C:7]=1[F:8].Cl.[CH3:32][O:33][NH2:34].O.O.O.C([O-])(=O)C.[Na+]. The catalyst is O.O1CCOCC1. The product is [F:1][C:2]1[CH:3]=[C:4]([N:9]2[C:14](=[O:15])[C:13]([O:16][CH2:17][C:18](=[N:34][O:33][CH3:32])[CH3:19])=[C:12]([C:21]3[CH:22]=[CH:23][C:24]([S:27]([CH3:30])(=[O:28])=[O:29])=[CH:25][CH:26]=3)[CH:11]=[N:10]2)[CH:5]=[CH:6][C:7]=1[F:8]. The yield is 0.150. (3) The reactants are C(C1C=CC(CN)=CC=1)(C)(C)C.O(C(OC(C)(C)C)=O)C(OC(C)(C)C)=O.[C:28]([C:32]1[CH:37]=[CH:36][C:35]([CH2:38][N:39]=[C:40]=[O:41])=[CH:34][CH:33]=1)([CH3:31])([CH3:30])[CH3:29].[NH2:42][CH2:43][C:44]1[CH:49]=[C:48]([CH:50]=[CH2:51])[C:47]([NH:52][S:53]([CH3:56])(=[O:55])=[O:54])=[C:46]([Cl:57])[CH:45]=1. The catalyst is CN(C1C=CN=CC=1)C.C(Cl)Cl. The product is [C:28]([C:32]1[CH:33]=[CH:34][C:35]([CH2:38][NH:39][C:40](=[O:41])[NH:42][CH2:43][C:44]2[CH:49]=[C:48]([CH:50]=[CH2:51])[C:47]([NH:52][S:53]([CH3:56])(=[O:55])=[O:54])=[C:46]([Cl:57])[CH:45]=2)=[CH:36][CH:37]=1)([CH3:31])([CH3:29])[CH3:30]. The yield is 0.177. (4) The reactants are [CH3:1][O:2][C:3]1[CH:4]=[C:5]2[C:9](=[CH:10][CH:11]=1)[N:8]([CH2:12][CH2:13][C:14]#[N:15])[C:7](=O)[C:6]12[O:21][CH2:20][CH2:19][CH2:18][O:17]1.N.C1COCC1. The catalyst is [Ni].CCO. The product is [CH3:1][O:2][C:3]1[CH:11]=[CH:10][C:9]2[N:8]3[CH2:12][CH2:13][CH2:14][N:15]=[C:7]3[C:6]3([O:21][CH2:20][CH2:19][CH2:18][O:17]3)[C:5]=2[CH:4]=1. The yield is 0.270. (5) The reactants are Br[CH:2]([CH2:23][CH2:24][CH2:25][CH2:26][CH2:27][CH3:28])[C:3]([O:5][C@H:6]([CH2:12][CH2:13][CH2:14][CH2:15][CH2:16][CH2:17][CH2:18][CH2:19][CH2:20][CH2:21][CH3:22])[CH2:7][C:8]([O:10]C)=O)=[O:4].C([Mg]Cl)(C)(C)C. The catalyst is O1CCCC1. The product is [CH2:23]([C:2]1[C:3](=[O:4])[O:5][C@H:6]([CH2:12][CH2:13][CH2:14][CH2:15][CH2:16][CH2:17][CH2:18][CH2:19][CH2:20][CH2:21][CH3:22])[CH2:7][C:8]=1[OH:10])[CH2:24][CH2:25][CH2:26][CH2:27][CH3:28]. The yield is 0.970.